Task: Predict the reaction yield, written as a fraction of the theoretical maximum amount of product (1.0 means a 100% yield; for example, 0.34 means a 34% yield).. Dataset: Reaction yield outcomes from USPTO patents with 853,638 reactions (1) The reactants are [Cl:1][C:2]1[CH:7]=[CH:6][C:5]([C:8](=O)[CH2:9][C:10]([O:12]CC)=O)=[CH:4][CH:3]=1.[N:16]1[NH:17][C:18]([NH2:21])=[CH:19][CH:20]=1. The catalyst is CCOC(C)=O. The product is [Cl:1][C:2]1[CH:3]=[CH:4][C:5]([C:8]2[CH:9]=[C:10]([OH:12])[N:17]3[N:16]=[CH:20][CH:19]=[C:18]3[N:21]=2)=[CH:6][CH:7]=1. The yield is 0.750. (2) The reactants are [CH3:1][O:2][C:3](=[O:23])[C@@H:4]([N:11]1[C:20](=[O:21])[C:19]2[C:14](=[CH:15][CH:16]=[CH:17][CH:18]=2)[NH:13][C:12]1=[O:22])[C:5]1[CH:10]=[CH:9][CH:8]=[CH:7][CH:6]=1.[I-].[CH3:25][N:26]1[C:34]2[C:29](=[C:30]([CH3:35])[CH:31]=[CH:32][CH:33]=2)[C:28]([CH2:36][N+](C)(C)C)=[CH:27]1.C([O-])([O-])=O.[K+].[K+].CCOC(C)=O. The catalyst is CN(C=O)C. The product is [CH3:1][O:2][C:3](=[O:23])[C@@H:4]([N:11]1[C:20](=[O:21])[C:19]2[C:14](=[CH:15][CH:16]=[CH:17][CH:18]=2)[N:13]([CH2:36][C:28]2[C:29]3[C:34](=[CH:33][CH:32]=[CH:31][C:30]=3[CH3:35])[N:26]([CH3:25])[CH:27]=2)[C:12]1=[O:22])[C:5]1[CH:6]=[CH:7][CH:8]=[CH:9][CH:10]=1. The yield is 0.600.